Dataset: Peptide-MHC class II binding affinity with 134,281 pairs from IEDB. Task: Regression. Given a peptide amino acid sequence and an MHC pseudo amino acid sequence, predict their binding affinity value. This is MHC class II binding data. The peptide sequence is TSVIIDGNCDGRGKS. The MHC is DRB1_0701 with pseudo-sequence DRB1_0701. The binding affinity (normalized) is 0.508.